Dataset: Forward reaction prediction with 1.9M reactions from USPTO patents (1976-2016). Task: Predict the product of the given reaction. (1) Given the reactants [OH:1][C:2]1[CH:7]=[CH:6][C:5]([CH2:8][CH2:9][C:10](=[O:12])[CH3:11])=[CH:4][CH:3]=1.Br[CH2:14][CH2:15][CH2:16][C:17]([O:19][CH2:20][CH3:21])=[O:18].[H-].[Na+], predict the reaction product. The product is: [O:12]=[C:10]([CH3:11])[CH2:9][CH2:8][C:5]1[CH:4]=[CH:3][C:2]([O:1][CH2:14][CH2:15][CH2:16][C:17]([O:19][CH2:20][CH3:21])=[O:18])=[CH:7][CH:6]=1. (2) Given the reactants [H-].[H-].[H-].[H-].[Li+].[Al+3].[Cl:7][C:8]1[C:9]([O:22][CH3:23])=[C:10]([O:20][CH3:21])[CH:11]=[CH:12][C:13]=1[CH:14]=[C:15]([N+:17]([O-])=O)[CH3:16].O.[OH-].[Na+], predict the reaction product. The product is: [Cl:7][C:8]1[C:9]([O:22][CH3:23])=[C:10]([O:20][CH3:21])[CH:11]=[CH:12][C:13]=1[CH2:14][CH:15]([NH2:17])[CH3:16]. (3) Given the reactants [CH3:1][C@@H:2]1[CH2:7][CH2:6][C@H:5]([O:8][C:9]2[C:18]([C:19]([F:22])([F:21])[F:20])=[C:17]3[C:12]([CH:13]=[CH:14][C:15]([CH:23]([N:25]4[CH:30]5[CH2:31][CH2:32][CH2:33][CH:26]4[CH2:27][CH:28]([C:34]([OH:36])=[O:35])[CH2:29]5)[CH3:24])=[CH:16]3)=[CH:11][CH:10]=2)[CH2:4][CH2:3]1.C(O)C.C(=O)=O, predict the reaction product. The product is: [CH3:1][C@@H:2]1[CH2:7][CH2:6][C@H:5]([O:8][C:9]2[C:18]([C:19]([F:21])([F:22])[F:20])=[C:17]3[C:12]([CH:13]=[CH:14][C:15]([C@H:23]([N:25]4[CH:26]5[CH2:33][CH2:32][CH2:31][CH:30]4[CH2:29][CH:28]([C:34]([OH:36])=[O:35])[CH2:27]5)[CH3:24])=[CH:16]3)=[CH:11][CH:10]=2)[CH2:4][CH2:3]1. (4) Given the reactants [NH:1]1[C:9]2[C:4](=[CH:5][CH:6]=[CH:7][CH:8]=2)[CH2:3][CH2:2]1.C(N(CC)CC)C.[Br:17][C:18]1[CH:26]=[CH:25][C:21]([C:22]([OH:24])=[O:23])=[CH:20][C:19]=1[S:27](Cl)(=[O:29])=[O:28].[OH-].[Na+], predict the reaction product. The product is: [Br:17][C:18]1[CH:26]=[CH:25][C:21]([C:22]([OH:24])=[O:23])=[CH:20][C:19]=1[S:27]([N:1]1[C:9]2[C:4](=[CH:5][CH:6]=[CH:7][CH:8]=2)[CH2:3][CH2:2]1)(=[O:28])=[O:29].